From a dataset of Full USPTO retrosynthesis dataset with 1.9M reactions from patents (1976-2016). Predict the reactants needed to synthesize the given product. (1) Given the product [CH2:50]([C@@:32]1([CH3:52])[CH2:33][C@H:34]([C:43]2[CH:48]=[CH:47][CH:46]=[C:45]([Cl:49])[CH:44]=2)[C@@H:35]([C:36]2[CH:37]=[CH:38][C:39]([Cl:42])=[CH:40][CH:41]=2)[N:30]([C@@H:27]([CH2:28][CH3:29])[CH2:26][O:25][Si:8]([C:21]([CH3:24])([CH3:23])[CH3:22])([C:9]2[CH:14]=[CH:13][CH:12]=[CH:11][CH:10]=2)[C:15]2[CH:20]=[CH:19][CH:18]=[CH:17][CH:16]=2)[C:31]1=[O:51])[CH:1]=[CH2:2], predict the reactants needed to synthesize it. The reactants are: [CH:1](NC(C)C)(C)[CH3:2].[Si:8]([O:25][CH2:26][C@@H:27]([N:30]1[C@H:35]([C:36]2[CH:41]=[CH:40][C:39]([Cl:42])=[CH:38][CH:37]=2)[C@@H:34]([C:43]2[CH:48]=[CH:47][CH:46]=[C:45]([Cl:49])[CH:44]=2)[CH2:33][CH:32]([CH3:50])[C:31]1=[O:51])[CH2:28][CH3:29])([C:21]([CH3:24])([CH3:23])[CH3:22])([C:15]1[CH:20]=[CH:19][CH:18]=[CH:17][CH:16]=1)[C:9]1[CH:14]=[CH:13][CH:12]=[CH:11][CH:10]=1.[CH2:52](Br)C=C. (2) Given the product [Cl:25][C:22]1[CH:23]=[CH:24][C:19]([C:8]2[N:9]([CH2:12][C@H:13]([OH:18])[C:14]([F:17])([F:16])[F:15])[C:10](=[O:11])[N:6]([CH2:5][C:4]3[CH:3]=[C:2]([C:34]4[CH:33]=[CH:32][CH:31]=[C:30]([Cl:29])[C:35]=4[Cl:36])[CH:28]=[CH:27][CH:26]=3)[N:7]=2)=[CH:20][CH:21]=1, predict the reactants needed to synthesize it. The reactants are: Br[C:2]1[CH:3]=[C:4]([CH:26]=[CH:27][CH:28]=1)[CH2:5][N:6]1[C:10](=[O:11])[N:9]([CH2:12][C@H:13]([OH:18])[C:14]([F:17])([F:16])[F:15])[C:8]([C:19]2[CH:24]=[CH:23][C:22]([Cl:25])=[CH:21][CH:20]=2)=[N:7]1.[Cl:29][C:30]1[C:35]([Cl:36])=[CH:34][CH:33]=[CH:32][C:31]=1B(O)O. (3) Given the product [BrH:16].[NH2:14][C:15]1[NH:10][C:7]2[CH:8]=[CH:9][C:4]([C:3]([O:2][CH3:1])=[O:12])=[CH:5][C:6]=2[N:11]=1, predict the reactants needed to synthesize it. The reactants are: [CH3:1][O:2][C:3](=[O:12])[C:4]1[CH:9]=[CH:8][C:7]([NH2:10])=[C:6]([NH2:11])[CH:5]=1.O.[N:14]#[C:15][Br:16]. (4) The reactants are: Cl[C:2]1[N:6]=[C:5]([O:7][C:8]2[CH:9]=[C:10]([CH3:22])[C:11]3[CH:15]([CH2:16][C:17]([OH:19])=[O:18])[O:14][B:13]([OH:20])[C:12]=3[CH:21]=2)[S:4][N:3]=1.[Li+].C[Si]([N-:28][Si](C)(C)C)(C)C.Cl. Given the product [NH2:28][C:2]1[N:6]=[C:5]([O:7][C:8]2[CH:9]=[C:10]([CH3:22])[C:11]3[CH:15]([CH2:16][C:17]([OH:19])=[O:18])[O:14][B:13]([OH:20])[C:12]=3[CH:21]=2)[S:4][N:3]=1, predict the reactants needed to synthesize it. (5) Given the product [F:1][C:2]1[CH:3]=[CH:4][C:5]2[N:6]([C:8]([C:11]3[N:16]=[C:15]([N:17]4[CH2:21][CH2:20][CH2:19][C@H:18]4[C:22]([OH:24])=[O:23])[CH:14]=[CH:13][N:12]=3)=[CH:9][N:10]=2)[CH:7]=1, predict the reactants needed to synthesize it. The reactants are: [F:1][C:2]1[CH:3]=[CH:4][C:5]2[N:6]([C:8]([C:11]3[N:16]=[C:15]([N:17]4[CH2:21][CH2:20][CH2:19][C@H:18]4[C:22]([O:24]C)=[O:23])[CH:14]=[CH:13][N:12]=3)=[CH:9][N:10]=2)[CH:7]=1.[OH-].[Na+].